This data is from Reaction yield outcomes from USPTO patents with 853,638 reactions. The task is: Predict the reaction yield, written as a fraction of the theoretical maximum amount of product (1.0 means a 100% yield; for example, 0.34 means a 34% yield). (1) The product is [C:1]1([CH2:7][CH2:8][CH2:9][C:10]#[C:11][C:12]2[C:13]([C:17]3[CH2:18][N:19]([CH3:23])[CH2:20][CH2:21][CH:22]=3)=[N:14][NH:15][CH:16]=2)[CH:6]=[CH:5][CH:4]=[CH:3][CH:2]=1. The yield is 0.950. The reactants are [C:1]1([CH2:7][CH2:8][CH2:9][C:10]#[C:11][C:12]2[C:13]([C:17]3[CH:18]=[N:19][CH:20]=[CH:21][CH:22]=3)=[N:14][NH:15][CH:16]=2)[CH:6]=[CH:5][CH:4]=[CH:3][CH:2]=1.[CH3:23]SC1C(C2C=NC=CC=2)=NNC=1. No catalyst specified. (2) The reactants are [F:1][C:2]1[CH:19]=[C:18]([N+:20]([O-:22])=[O:21])[CH:17]=[CH:16][C:3]=1[O:4][C:5]1[C:10]2=[C:11]([CH3:15])[C:12]([OH:14])=[CH:13][N:9]2[N:8]=[CH:7][N:6]=1.[C:23]([O-])([O-])=O.[Cs+].[Cs+].CI. The catalyst is CN(C=O)C. The product is [F:1][C:2]1[CH:19]=[C:18]([N+:20]([O-:22])=[O:21])[CH:17]=[CH:16][C:3]=1[O:4][C:5]1[C:10]2=[C:11]([CH3:15])[C:12]([O:14][CH3:23])=[CH:13][N:9]2[N:8]=[CH:7][N:6]=1. The yield is 0.650. (3) The reactants are C[O:2][C:3](=O)[C:4]1[CH:9]=[CH:8][C:7]([NH:10][C:11](=[O:27])[C@@H:12]([C:19]2[CH:24]=[CH:23][C:22]([Cl:25])=[C:21]([Cl:26])[CH:20]=2)[CH2:13][CH:14]2[CH2:18][CH2:17][CH2:16][CH2:15]2)=[N:6][CH:5]=1.[H-].[Al+3].[Li+].[H-].[H-].[H-]. The catalyst is C(OCC)C.O. The product is [CH:14]1([CH2:13][CH:12]([C:19]2[CH:24]=[CH:23][C:22]([Cl:25])=[C:21]([Cl:26])[CH:20]=2)[C:11]([NH:10][C:7]2[CH:8]=[CH:9][C:4]([CH2:3][OH:2])=[CH:5][N:6]=2)=[O:27])[CH2:15][CH2:16][CH2:17][CH2:18]1. The yield is 0.350. (4) The reactants are [C:1]([O:5][C:6]([N:8]1[CH2:13][CH2:12][CH:11]([CH2:14][CH2:15][OH:16])[CH2:10][CH2:9]1)=[O:7])([CH3:4])([CH3:3])[CH3:2].[H-].[Na+].[F:19][C:20]1[CH:27]=[CH:26][C:23]([CH2:24]Br)=[CH:22][CH:21]=1. The catalyst is C1COCC1. The product is [C:1]([O:5][C:6]([N:8]1[CH2:13][CH2:12][CH:11]([CH2:14][CH2:15][O:16][CH2:24][C:23]2[CH:26]=[CH:27][C:20]([F:19])=[CH:21][CH:22]=2)[CH2:10][CH2:9]1)=[O:7])([CH3:4])([CH3:3])[CH3:2]. The yield is 0.900.